Dataset: NCI-60 drug combinations with 297,098 pairs across 59 cell lines. Task: Regression. Given two drug SMILES strings and cell line genomic features, predict the synergy score measuring deviation from expected non-interaction effect. (1) Cell line: PC-3. Drug 1: CC1=C2C(C(=O)C3(C(CC4C(C3C(C(C2(C)C)(CC1OC(=O)C(C(C5=CC=CC=C5)NC(=O)OC(C)(C)C)O)O)OC(=O)C6=CC=CC=C6)(CO4)OC(=O)C)O)C)O. Drug 2: C1=NNC2=C1C(=O)NC=N2. Synergy scores: CSS=6.07, Synergy_ZIP=0.601, Synergy_Bliss=1.86, Synergy_Loewe=0.321, Synergy_HSA=0.424. (2) Synergy scores: CSS=29.2, Synergy_ZIP=23.1, Synergy_Bliss=23.8, Synergy_Loewe=0.984, Synergy_HSA=18.5. Drug 1: CC1C(C(=O)NC(C(=O)N2CCCC2C(=O)N(CC(=O)N(C(C(=O)O1)C(C)C)C)C)C(C)C)NC(=O)C3=C4C(=C(C=C3)C)OC5=C(C(=O)C(=C(C5=N4)C(=O)NC6C(OC(=O)C(N(C(=O)CN(C(=O)C7CCCN7C(=O)C(NC6=O)C(C)C)C)C)C(C)C)C)N)C. Cell line: M14. Drug 2: CCC(=C(C1=CC=CC=C1)C2=CC=C(C=C2)OCCN(C)C)C3=CC=CC=C3.C(C(=O)O)C(CC(=O)O)(C(=O)O)O.